This data is from Full USPTO retrosynthesis dataset with 1.9M reactions from patents (1976-2016). The task is: Predict the reactants needed to synthesize the given product. (1) The reactants are: [CH:1]1[C:6]([C@H:7]2[O:17][C:16]3[CH:15]=[C:14]([OH:18])[CH:13]=[C:12]([OH:19])[C:11]=3[C:9](=O)[CH2:8]2)=[CH:5][CH:4]=[C:3]([OH:20])[CH:2]=1.O1C2C(=CC=CC=2)CCC1C1C=CC=CC=1. Given the product [OH:20][C:3]1[CH:4]=[CH:5][C:6]([CH:7]2[CH2:8][CH2:9][C:11]3[C:16](=[CH:15][C:14]([OH:18])=[CH:13][C:12]=3[OH:19])[O:17]2)=[CH:1][CH:2]=1, predict the reactants needed to synthesize it. (2) Given the product [N:1]1[CH:6]=[CH:5][C:4]([S:7]([NH:10][C:11](=[O:37])[O:12][CH2:13][CH2:14][C:15]2[CH:16]=[CH:17][C:18]([N:21]3[C:25]4[CH:26]=[C:27]([Cl:34])[C:28]([C:30]([F:31])([F:33])[F:32])=[CH:29][C:24]=4[N:23]=[C:22]3[CH2:35][CH3:36])=[CH:19][CH:20]=2)(=[O:9])=[O:8])=[CH:3][CH:2]=1, predict the reactants needed to synthesize it. The reactants are: [N:1]1[CH:6]=[CH:5][C:4]([S:7]([NH2:10])(=[O:9])=[O:8])=[CH:3][CH:2]=1.[C:11](=O)([O:37]C1C=CC=CC=1)[O:12][CH2:13][CH2:14][C:15]1[CH:20]=[CH:19][C:18]([N:21]2[C:25]3[CH:26]=[C:27]([Cl:34])[C:28]([C:30]([F:33])([F:32])[F:31])=[CH:29][C:24]=3[N:23]=[C:22]2[CH2:35][CH3:36])=[CH:17][CH:16]=1. (3) Given the product [O-:19][N+:10]1[C:11]2[CH:18]=[CH:17][CH:16]=[CH:15][C:12]=2[N+:13]([O-:14])=[C:8]([NH:7][CH2:6][CH2:5][NH:4][CH2:3][CH2:2][NH:1][C:25]([C:27]2[C:40]3[C:31](=[CH:32][C:33]4[C:38]([N:39]=3)=[CH:37][CH:36]=[CH:35][CH:34]=4)[CH:30]=[CH:29][CH:28]=2)=[O:26])[N:9]=1, predict the reactants needed to synthesize it. The reactants are: [NH2:1][CH2:2][CH2:3][NH:4][CH2:5][CH2:6][NH:7][C:8]1[N:9]=[N+:10]([O-:19])[C:11]2[CH:18]=[CH:17][CH:16]=[CH:15][C:12]=2[N+:13]=1[O-:14].N1([C:25]([C:27]2[C:40]3[C:31](=[CH:32][C:33]4[C:38]([N:39]=3)=[CH:37][CH:36]=[CH:35][CH:34]=4)[CH:30]=[CH:29][CH:28]=2)=[O:26])C=CN=C1. (4) Given the product [CH3:20][O:19][C@@H:6]1[C@H:7]([OH:12])[C@@H:8]([CH2:10][OH:11])[O:9][C@H:5]1[N:4]1[CH:3]=[C:2]([CH3:1])[C:16](=[O:17])[NH:15][C:14]1=[O:13], predict the reactants needed to synthesize it. The reactants are: [CH3:1][C:2]1[C:16](=[O:17])[N:15]=[C:14]2[N:4]([C@@H:5]3[O:9][C@H:8]([CH2:10][OH:11])[C@@H:7]([OH:12])[C@@H:6]3[O:13]2)[CH:3]=1.B(OC)(OC)[O:19][CH3:20].B.[H][H]. (5) Given the product [ClH:1].[Cl:1][C:2]1[CH:3]=[CH:4][C:5]([C:8]2[N:12]([C:13]3[CH:18]=[CH:17][C:16]([Cl:19])=[CH:15][C:14]=3[Cl:20])[N:11]=[C:10]([C:21]([NH:33][N:30]3[CH2:31][CH2:32][C:27]([F:34])([F:26])[CH2:28][CH2:29]3)=[O:23])[C:9]=2[CH3:24])=[CH:6][CH:7]=1, predict the reactants needed to synthesize it. The reactants are: [Cl:1][C:2]1[CH:7]=[CH:6][C:5]([C:8]2[N:12]([C:13]3[CH:18]=[CH:17][C:16]([Cl:19])=[CH:15][C:14]=3[Cl:20])[N:11]=[C:10]([C:21]([OH:23])=O)[C:9]=2[CH3:24])=[CH:4][CH:3]=1.Cl.[F:26][C:27]1([F:34])[CH2:32][CH2:31][N:30]([NH2:33])[CH2:29][CH2:28]1. (6) Given the product [C:8]([C:4]1[CH:3]=[C:2]([CH:7]=[CH:6][CH:5]=1)[O:1][CH:18]([C:15]1[CH:14]=[CH:13][C:12]([F:11])=[CH:17][CH:16]=1)[CH2:19][CH2:20][CH2:21][CH2:22][N:23]1[CH2:28][CH2:27][CH:26]([C:29]2[CH:30]=[C:31]([NH:35][C:36](=[O:40])[CH:37]([CH3:39])[CH3:38])[CH:32]=[CH:33][CH:34]=2)[CH2:25][CH2:24]1)(=[O:10])[CH3:9], predict the reactants needed to synthesize it. The reactants are: [OH:1][C:2]1[CH:3]=[C:4]([C:8](=[O:10])[CH3:9])[CH:5]=[CH:6][CH:7]=1.[F:11][C:12]1[CH:17]=[CH:16][C:15]([CH:18](O)[CH2:19][CH2:20][CH2:21][CH2:22][N:23]2[CH2:28][CH2:27][CH:26]([C:29]3[CH:30]=[C:31]([NH:35][C:36](=[O:40])[CH:37]([CH3:39])[CH3:38])[CH:32]=[CH:33][CH:34]=3)[CH2:25][CH2:24]2)=[CH:14][CH:13]=1. (7) Given the product [N:34]([CH2:6][C@@H:7]1[O:11][C:10](=[O:12])[N:9]([C:13]2[CH:18]=[CH:17][C:16]([C:19]3[O:20][CH:21]=[C:22]([C:24]([CH3:31])([CH3:32])[O:25][SiH2:26][C:27]([CH3:29])([CH3:30])[CH3:28])[N:23]=3)=[C:15]([F:33])[CH:14]=2)[CH2:8]1)=[N+:35]=[N-:36], predict the reactants needed to synthesize it. The reactants are: CS(O[CH2:6][CH:7]1[O:11][C:10](=[O:12])[N:9]([C:13]2[CH:18]=[CH:17][C:16]([C:19]3[O:20][CH:21]=[C:22]([C:24]([CH3:32])([CH3:31])[O:25][SiH2:26][C:27]([CH3:30])([CH3:29])[CH3:28])[N:23]=3)=[C:15]([F:33])[CH:14]=2)[CH2:8]1)(=O)=O.[N-:34]=[N+:35]=[N-:36].[Na+].